From a dataset of Experimentally validated miRNA-target interactions with 360,000+ pairs, plus equal number of negative samples. Binary Classification. Given a miRNA mature sequence and a target amino acid sequence, predict their likelihood of interaction. The miRNA is hsa-miR-4505 with sequence AGGCUGGGCUGGGACGGA. The protein sequence of the target gene is MNQKLLKLENLLRFHTICRQVHSPSQRRLLAWCRHGFAPASSVWRDLLGARSWQTDMLIGSALHQHRLLVTKKEKRPPRSQLSPVKTKKEVEVWVGMTVEDLASAMAKDIDCVYEALLNTAIDVDSLEANSHLDEVWIKEVIKKAGMKLKWSKLKQERIRENKDAVRRPGTDPALLKPRSPVVTVMGHVDHGKTTLLDKLRETQVAAMEVGGITQHIGAFLVSLPSGEKITFLDTPGHAAFSAMRARGAQVTDIVVLVVAADDGVMKQTVESIQHAKDAEVPIILAINKCDKTDADPEKV.... Result: 0 (no interaction).